From a dataset of Forward reaction prediction with 1.9M reactions from USPTO patents (1976-2016). Predict the product of the given reaction. Given the reactants [N:1]1[CH:6]=[CH:5][C:4]([C:7]2[CH:16]=[CH:15][C:10]([C:11](OC)=[O:12])=[CH:9][CH:8]=2)=[N:3][CH:2]=1.[OH-].[Na+].[ClH:19], predict the reaction product. The product is: [N:1]1[CH:6]=[CH:5][C:4]([C:7]2[CH:16]=[CH:15][C:10]([C:11]([Cl:19])=[O:12])=[CH:9][CH:8]=2)=[N:3][CH:2]=1.